From a dataset of Reaction yield outcomes from USPTO patents with 853,638 reactions. Predict the reaction yield, written as a fraction of the theoretical maximum amount of product (1.0 means a 100% yield; for example, 0.34 means a 34% yield). (1) The catalyst is C(#N)C. The reactants are [Br:1][C:2]1[C:6]2[CH:7]=[N:8][CH:9]=[C:10]([Br:11])[C:5]=2[O:4][C:3]=1[C:12]([OH:14])=O.C(C1NC=CN=1)(C1NC=CN=1)=O.[NH2:27][C:28]([CH3:32])([CH3:31])[CH2:29][OH:30]. The yield is 0.720. The product is [OH:30][CH2:29][C:28]([NH:27][C:12]([C:3]1[O:4][C:5]2[C:10]([Br:11])=[CH:9][N:8]=[CH:7][C:6]=2[C:2]=1[Br:1])=[O:14])([CH3:32])[CH3:31]. (2) The catalyst is C(#N)C. The product is [F:21][CH:35]1[C:30](=[O:29])[CH:31]=[C:32]([C:36]2[CH:41]=[CH:40][N:39]=[CH:38][C:37]=2[N+:42]([O-:44])=[O:43])[CH2:33][CH2:34]1. The yield is 0.890. The reactants are F[B-](F)(F)F.F[B-](F)(F)F.ClC[N+]12CC[N+]([F:21])(CC1)CC2.[Si]([O:29][C:30]1[CH:31]=[C:32]([C:36]2[CH:41]=[CH:40][N:39]=[CH:38][C:37]=2[N+:42]([O-:44])=[O:43])[CH2:33][CH2:34][CH:35]=1)(C(C)(C)C)(C)C. (3) The reactants are C[O:2][C:3](=O)[C:4]1[CH:9]=[CH:8][CH:7]=[C:6]([CH2:10][C:11]#[N:12])[CH:5]=1.B(OC)(OC)OC. The catalyst is C1COCC1.[Li+].[BH4-]. The product is [NH2:12][CH2:11][CH2:10][C:6]1[CH:5]=[C:4]([CH:9]=[CH:8][CH:7]=1)[CH2:3][OH:2]. The yield is 0.670. (4) The reactants are [NH2:1][C:2]1[C:3]([F:12])=[C:4]([CH:9]=[CH:10][CH:11]=1)[C:5]([O:7][CH3:8])=[O:6].N1C=CC=CC=1.[F:19][C:20]1[CH:25]=[CH:24][CH:23]=[C:22]([F:26])[C:21]=1[S:27](Cl)(=[O:29])=[O:28]. The catalyst is C(Cl)Cl. The product is [F:19][C:20]1[CH:25]=[CH:24][CH:23]=[C:22]([F:26])[C:21]=1[S:27]([NH:1][C:2]1[C:3]([F:12])=[C:4]([CH:9]=[CH:10][CH:11]=1)[C:5]([O:7][CH3:8])=[O:6])(=[O:29])=[O:28]. The yield is 0.870. (5) The reactants are [Cl:1][C:2]1[C:9]([CH3:10])=[C:8]([C:11]2[C@@H:12]([O:20][CH2:21][CH2:22][O:23][CH3:24])[C@@H:13]3[CH2:18][C@@H:17]([OH:19])[CH2:16][N:14]3[N:15]=2)[CH:7]=[CH:6][C:3]=1[C:4]#[N:5]. The catalyst is C(Cl)Cl.C(OCC)(=O)C.O. The product is [Cl:1][C:2]1[C:9]([CH3:10])=[C:8]([C:11]2[C@@H:12]([O:20][CH2:21][CH2:22][O:23][CH3:24])[C@@H:13]3[CH2:18][C:17](=[O:19])[CH2:16][N:14]3[N:15]=2)[CH:7]=[CH:6][C:3]=1[C:4]#[N:5]. The yield is 0.730. (6) The reactants are [CH3:1][C:2]1([CH3:16])[C:11]2[C:6](=[CH:7][C:8]([NH:12]C(=O)C)=[CH:9][CH:10]=2)[O:5][CH2:4][CH2:3]1.[OH-].[Na+]. The catalyst is Cl. The product is [CH3:1][C:2]1([CH3:16])[C:11]2[C:6](=[CH:7][C:8]([NH2:12])=[CH:9][CH:10]=2)[O:5][CH2:4][CH2:3]1. The yield is 0.920. (7) The reactants are [C:1]1([C:7]([CH3:14])=[CH:8][C:9]([O:11][CH2:12][CH3:13])=[O:10])[CH:6]=[CH:5][CH:4]=[CH:3][CH:2]=1. The catalyst is [Ir].C(Cl)Cl. The product is [C:1]1([CH:7]([CH3:14])[CH2:8][C:9]([O:11][CH2:12][CH3:13])=[O:10])[CH:6]=[CH:5][CH:4]=[CH:3][CH:2]=1. The yield is 0.940.